This data is from Full USPTO retrosynthesis dataset with 1.9M reactions from patents (1976-2016). The task is: Predict the reactants needed to synthesize the given product. (1) The reactants are: [Br:1][C:2]1[C:7]([O:8][CH3:9])=[CH:6][C:5]([C:10]2[O:11][CH:12]=[CH:13][CH:14]=2)=[CH:4][C:3]=1[O:15][CH3:16].[CH2:17]([O:19][CH:20]([C:27]1[CH:32]=[CH:31][C:30]([N:33]2[CH2:38][CH2:37][O:36][CH2:35][CH2:34]2)=[CH:29][CH:28]=1)[C:21](N(OC)C)=[O:22])[CH3:18]. Given the product [Br:1][C:2]1[C:7]([O:8][CH3:9])=[CH:6][C:5]([C:10]2[O:11][C:12]([C:21](=[O:22])[CH:20]([O:19][CH2:17][CH3:18])[C:27]3[CH:28]=[CH:29][C:30]([N:33]4[CH2:34][CH2:35][O:36][CH2:37][CH2:38]4)=[CH:31][CH:32]=3)=[CH:13][CH:14]=2)=[CH:4][C:3]=1[O:15][CH3:16], predict the reactants needed to synthesize it. (2) Given the product [C:27]([O:31][C:32]([N:34]1[CH2:39][CH2:38][CH2:37][CH:36]([CH2:40][NH:41][C:24](=[O:26])[CH2:23][CH2:22][C:19]2[N:20]=[CH:21][C:16]([C:10]3[CH:11]=[CH:12][C:13]([O:14][CH3:15])=[C:8]([O:7][CH3:6])[CH:9]=3)=[CH:17][N:18]=2)[CH2:35]1)=[O:33])([CH3:30])([CH3:29])[CH3:28], predict the reactants needed to synthesize it. The reactants are: Cl.C(Cl)CCl.[CH3:6][O:7][C:8]1[CH:9]=[C:10]([C:16]2[CH:17]=[N:18][C:19]([CH2:22][CH2:23][C:24]([OH:26])=O)=[N:20][CH:21]=2)[CH:11]=[CH:12][C:13]=1[O:14][CH3:15].[C:27]([O:31][C:32]([N:34]1[CH2:39][CH2:38][CH2:37][CH:36]([CH2:40][NH2:41])[CH2:35]1)=[O:33])([CH3:30])([CH3:29])[CH3:28].C1C=CC2N(O)N=NC=2C=1.C(N(C(C)C)CC)(C)C. (3) Given the product [Br:1][C:2]1[CH:3]=[CH:4][C:5]([C:10]#[C:9][C:11]2[CH:25]=[CH:24][C:14]([CH2:15][N:16]3[CH2:19][CH:18]([C:20]([O:22][CH3:23])=[O:21])[CH2:17]3)=[CH:13][C:12]=2[F:26])=[N:6][CH:7]=1, predict the reactants needed to synthesize it. The reactants are: [Br:1][C:2]1[CH:3]=[CH:4][C:5](I)=[N:6][CH:7]=1.[C:9]([C:11]1[CH:25]=[CH:24][C:14]([CH2:15][N:16]2[CH2:19][CH:18]([C:20]([O:22][CH3:23])=[O:21])[CH2:17]2)=[CH:13][C:12]=1[F:26])#[CH:10]. (4) Given the product [NH2:22][CH2:21][CH2:20][CH2:19][C:10]1[CH:11]=[C:12]2[C:17](=[C:8]3[CH:7]=[C:6]([N:1]4[CH:5]=[CH:4][N:3]=[CH:2]4)[CH:24]=[CH:23][C:9]=13)[C:16](=[O:18])[NH:15][CH:14]=[CH:13]2, predict the reactants needed to synthesize it. The reactants are: [N:1]1([C:6]2[CH:24]=[CH:23][C:9]3=[C:10]([CH2:19][CH2:20][C:21]#[N:22])[CH:11]=[C:12]4[C:17]([C:16](=[O:18])[NH:15][CH:14]=[CH:13]4)=[C:8]3[CH:7]=2)[CH:5]=[CH:4][N:3]=[CH:2]1.[BH-](OC(C)=O)(OC(C)=O)OC(C)=O.[Na+].C(O)(C(F)(F)F)=O.C(#N)C.O.